Dataset: Catalyst prediction with 721,799 reactions and 888 catalyst types from USPTO. Task: Predict which catalyst facilitates the given reaction. (1) The catalyst class is: 61. Reactant: [OH:1][CH2:2][CH2:3][NH:4][C:5]1[N:6]([CH2:39][C:40]([F:43])([F:42])[F:41])[C:7](=[O:38])[C:8]2[C:13]([C:14]3[CH:19]=[CH:18][CH:17]=[CH:16][CH:15]=3)=[C:12]([C:20]3[CH:25]=[CH:24][C:23]([C:26]4([NH:30]C(=O)OC(C)(C)C)[CH2:29][CH2:28][CH2:27]4)=[CH:22][CH:21]=3)[O:11][C:9]=2[N:10]=1. Product: [NH2:30][C:26]1([C:23]2[CH:24]=[CH:25][C:20]([C:12]3[O:11][C:9]4[N:10]=[C:5]([NH:4][CH2:3][CH2:2][OH:1])[N:6]([CH2:39][C:40]([F:43])([F:41])[F:42])[C:7](=[O:38])[C:8]=4[C:13]=3[C:14]3[CH:15]=[CH:16][CH:17]=[CH:18][CH:19]=3)=[CH:21][CH:22]=2)[CH2:29][CH2:28][CH2:27]1. (2) Reactant: [NH:1](C(OCC1C=CC=CC=1)=O)[C@H:2]([C:14]([N:16]1[CH2:24][CH2:23][CH2:22][C@H:17]1[C:18]([O:20][CH3:21])=[O:19])=[O:15])[CH2:3][CH2:4][CH2:5][NH:6][C:7]([O:9][C:10]([CH3:13])([CH3:12])[CH3:11])=[O:8].CC1C=CC(S(O)(=O)=O)=CC=1. Product: [NH2:1][C@H:2]([C:14]([N:16]1[CH2:24][CH2:23][CH2:22][C@H:17]1[C:18]([O:20][CH3:21])=[O:19])=[O:15])[CH2:3][CH2:4][CH2:5][NH:6][C:7]([O:9][C:10]([CH3:13])([CH3:12])[CH3:11])=[O:8]. The catalyst class is: 838.